This data is from Retrosynthesis with 50K atom-mapped reactions and 10 reaction types from USPTO. The task is: Predict the reactants needed to synthesize the given product. (1) Given the product COc1cc([N+](=O)[O-])c(F)cc1C, predict the reactants needed to synthesize it. The reactants are: CI.Cc1cc(F)c([N+](=O)[O-])cc1O. (2) Given the product COC(=O)C[C@@H]1COc2cc(O[C@@H]3CCc4c(Oc5ccc(CCCC(C)(C)O)cn5)ccc(F)c43)ccc21, predict the reactants needed to synthesize it. The reactants are: COC(=O)C[C@@H]1COc2cc(O[C@@H]3CCc4c(Oc5ccc(C=CCC(C)(C)O)cn5)ccc(F)c43)ccc21. (3) Given the product CC(C)(C)c1noc(N2CCC(N(C(=O)c3ccc(-c4cnco4)nc3)C3CC3)CC2)n1, predict the reactants needed to synthesize it. The reactants are: CC(C)(C)c1noc(N2CCC(NC3CC3)CC2)n1.O=C(O)c1ccc(-c2cnco2)nc1. (4) Given the product CNc1ccc(Cc2nc3c([nH]2)c(=O)n(Cc2ccccc2F)c(=O)n3CC2CC2)cc1, predict the reactants needed to synthesize it. The reactants are: C=O.Nc1ccc(Cc2nc3c([nH]2)c(=O)n(Cc2ccccc2F)c(=O)n3CC2CC2)cc1. (5) Given the product CS(=O)c1cccc(-n2ccc(=O)c(-c3ccnn3-c3ccccc3)n2)c1, predict the reactants needed to synthesize it. The reactants are: CSc1cccc(-n2ccc(=O)c(-c3ccnn3-c3ccccc3)n2)c1.O=C([O-])O. (6) Given the product CNc1cnccc1-c1cc(F)ccc1C, predict the reactants needed to synthesize it. The reactants are: CNc1cnc(Cl)cc1-c1cc(F)ccc1C.